From a dataset of Catalyst prediction with 721,799 reactions and 888 catalyst types from USPTO. Predict which catalyst facilitates the given reaction. Reactant: [Cl:1][C:2]1[CH:3]=[C:4]([C@@H:8]([OH:41])[CH2:9][N:10]([CH2:18][CH2:19][C:20]2[CH:25]=[CH:24][C:23]([S:26]([C:29]3[CH:34]=[CH:33][C:32]([O:35][CH2:36][C:37]([NH:39][CH3:40])=[O:38])=[CH:31][CH:30]=3)(=[O:28])=[O:27])=[CH:22][CH:21]=2)C(=O)OC(C)(C)C)[CH:5]=[CH:6][CH:7]=1.Cl. Product: [ClH:1].[Cl:1][C:2]1[CH:3]=[C:4]([C@@H:8]([OH:41])[CH2:9][NH:10][CH2:18][CH2:19][C:20]2[CH:21]=[CH:22][C:23]([S:26]([C:29]3[CH:30]=[CH:31][C:32]([O:35][CH2:36][C:37]([NH:39][CH3:40])=[O:38])=[CH:33][CH:34]=3)(=[O:27])=[O:28])=[CH:24][CH:25]=2)[CH:5]=[CH:6][CH:7]=1. The catalyst class is: 684.